From a dataset of Peptide-MHC class I binding affinity with 185,985 pairs from IEDB/IMGT. Regression. Given a peptide amino acid sequence and an MHC pseudo amino acid sequence, predict their binding affinity value. This is MHC class I binding data. (1) The peptide sequence is MPWLDNIVE. The MHC is HLA-A69:01 with pseudo-sequence HLA-A69:01. The binding affinity (normalized) is 0.0847. (2) The peptide sequence is RQWFIDVPL. The MHC is HLA-B48:01 with pseudo-sequence HLA-B48:01. The binding affinity (normalized) is 0.609. (3) The peptide sequence is LVGKLNWASQIY. The MHC is HLA-B27:05 with pseudo-sequence HLA-B27:05. The binding affinity (normalized) is 0.478. (4) The peptide sequence is IFSPENKAFK. The MHC is HLA-A11:01 with pseudo-sequence HLA-A11:01. The binding affinity (normalized) is 0.387. (5) The peptide sequence is ARRHRILDTYL. The MHC is Mamu-B03 with pseudo-sequence Mamu-B03. The binding affinity (normalized) is 0.585. (6) The peptide sequence is LYIIKLVFL. The MHC is Patr-A0701 with pseudo-sequence Patr-A0701. The binding affinity (normalized) is 0.328. (7) The peptide sequence is ISIYSRPKIK. The MHC is HLA-A68:01 with pseudo-sequence HLA-A68:01. The binding affinity (normalized) is 0.311.